From a dataset of Full USPTO retrosynthesis dataset with 1.9M reactions from patents (1976-2016). Predict the reactants needed to synthesize the given product. Given the product [F:1][C:2]1[CH:11]=[CH:10][C:5]([C:6]([O:8][CH3:9])=[O:7])=[CH:4][C:3]=1[NH2:12], predict the reactants needed to synthesize it. The reactants are: [F:1][C:2]1[CH:11]=[CH:10][C:5]([C:6]([O:8][CH3:9])=[O:7])=[CH:4][C:3]=1[N+:12]([O-])=O.